Predict the reaction yield, written as a fraction of the theoretical maximum amount of product (1.0 means a 100% yield; for example, 0.34 means a 34% yield). From a dataset of Reaction yield outcomes from USPTO patents with 853,638 reactions. (1) The reactants are [NH:1]1[CH2:6][CH2:5][CH:4]([CH2:7][N:8]2[C:16]3[N:11]4[C:12](=[N:17][C:18]([CH3:19])=[C:10]4[C:9]2=[O:20])[CH:13]=[CH:14][CH:15]=3)[CH2:3][CH2:2]1.C(N(CC)CC)C.C1C=CC(N([S:35]([C:38]([F:41])([F:40])[F:39])(=[O:37])=[O:36])[S:35]([C:38]([F:41])([F:40])[F:39])(=[O:37])=[O:36])=CC=1. The product is [F:39][C:38]([F:41])([F:40])[S:35]([N:1]1[CH2:6][CH2:5][CH:4]([CH2:7][N:8]2[C:16]3[N:11]4[C:12](=[N:17][C:18]([CH3:19])=[C:10]4[C:9]2=[O:20])[CH:13]=[CH:14][CH:15]=3)[CH2:3][CH2:2]1)(=[O:37])=[O:36]. The yield is 0.322. The catalyst is C(Cl)Cl. (2) The reactants are [CH3:1][O:2][C:3](=[O:11])[C:4]1[C:5](=[CH:7][CH:8]=[CH:9][CH:10]=1)[NH2:6].C(O)(=O)C.[Br:16][C:17]1[CH:22]=[C:21]([CH:23]=O)[CH:20]=[CH:19][N:18]=1.C([BH3-])#N.[Na+]. The catalyst is CO.O. The product is [CH3:1][O:2][C:3](=[O:11])[C:4]1[CH:10]=[CH:9][CH:8]=[CH:7][C:5]=1[NH:6][CH2:23][C:21]1[CH:20]=[CH:19][N:18]=[C:17]([Br:16])[CH:22]=1. The yield is 0.780.